This data is from Full USPTO retrosynthesis dataset with 1.9M reactions from patents (1976-2016). The task is: Predict the reactants needed to synthesize the given product. (1) Given the product [Cl:9][C:10]1[CH:15]=[CH:14][C:13]([NH:16][N:17]=[C:1]2[CH2:6][CH2:5][CH2:4][C:3](=[O:7])[CH2:2]2)=[CH:12][CH:11]=1, predict the reactants needed to synthesize it. The reactants are: [C:1]1(=O)[CH2:6][CH2:5][CH2:4][C:3](=[O:7])[CH2:2]1.[Cl:9][C:10]1[CH:15]=[CH:14][C:13]([NH:16][NH2:17])=[CH:12][CH:11]=1. (2) The reactants are: [C:1]([C:3](=[CH:8][CH:9]([CH3:11])[CH3:10])[CH2:4][C:5]([O-:7])=[O:6])#[N:2].C([NH3+])(C)(C)C.[OH-].[K+].C(O)(=O)C. Given the product [CH3:11][CH:9]([CH2:8][C@H:3]([CH2:1][NH2:2])[CH2:4][C:5]([OH:7])=[O:6])[CH3:10], predict the reactants needed to synthesize it. (3) Given the product [C:1]([O:6][C:7]1([CH3:20])[CH:14]2[CH2:15][C:10]3([C:17]([Cl:24])=[O:18])[CH2:11][CH:12]([CH2:16][CH:8]1[CH2:9]3)[CH2:13]2)(=[O:5])[C:2]([CH3:4])=[CH2:3], predict the reactants needed to synthesize it. The reactants are: [C:1]([O:6][C:7]1([CH3:20])[CH:14]2[CH2:15][C:10]3([C:17](O)=[O:18])[CH2:11][CH:12]([CH2:16][CH:8]1[CH2:9]3)[CH2:13]2)(=[O:5])[C:2]([CH3:4])=[CH2:3].C(Cl)(=O)C([Cl:24])=O. (4) The reactants are: [CH3:1][O:2][C:3]1[CH:8]=[CH:7][CH:6]=[C:5]([O:9][CH3:10])[C:4]=1[CH:11]1[N:16]([CH2:17][C:18]2[CH:23]=[CH:22][C:21]([O:24][C:25]([F:28])([F:27])[F:26])=[CH:20][CH:19]=2)[C:15](=[O:29])[CH2:14][N:13]([C:30]([O:32][C:33]([CH3:36])([CH3:35])[CH3:34])=[O:31])[C:12]1=O.[BH4-].[Na+].[BH3-]C#N.[Na+].C([O-])([O-])=O.[Na+].[Na+]. Given the product [CH3:10][O:9][C:5]1[CH:6]=[CH:7][CH:8]=[C:3]([O:2][CH3:1])[C:4]=1[CH:11]1[N:16]([CH2:17][C:18]2[CH:19]=[CH:20][C:21]([O:24][C:25]([F:28])([F:26])[F:27])=[CH:22][CH:23]=2)[C:15](=[O:29])[CH2:14][N:13]([C:30]([O:32][C:33]([CH3:36])([CH3:35])[CH3:34])=[O:31])[CH2:12]1, predict the reactants needed to synthesize it. (5) Given the product [F:20][C:21]1[CH:26]=[CH:25][C:24]([C:27]2[O:28][C:29]3[CH:39]=[C:38]([N:40]([CH3:45])[S:41]([CH3:44])(=[O:42])=[O:43])[C:37]([C:2]4[CH:3]=[C:4]([C:11]5[O:12][C:13]6[C:14]([N:19]=5)=[N:15][CH:16]=[CH:17][CH:18]=6)[C:5]5[O:9][CH:8]=[CH:7][C:6]=5[CH:10]=4)=[CH:36][C:30]=3[C:31]=2[C:32]([NH:34][CH3:35])=[O:33])=[CH:23][CH:22]=1, predict the reactants needed to synthesize it. The reactants are: Br[C:2]1[CH:3]=[C:4]([C:11]2[O:12][C:13]3[C:14]([N:19]=2)=[N:15][CH:16]=[CH:17][CH:18]=3)[C:5]2[O:9][CH:8]=[CH:7][C:6]=2[CH:10]=1.[F:20][C:21]1[CH:26]=[CH:25][C:24]([C:27]2[O:28][C:29]3[CH:39]=[C:38]([N:40]([CH3:45])[S:41]([CH3:44])(=[O:43])=[O:42])[C:37](B4OC(C)(C)C(C)(C)O4)=[CH:36][C:30]=3[C:31]=2[C:32]([NH:34][CH3:35])=[O:33])=[CH:23][CH:22]=1.